This data is from Forward reaction prediction with 1.9M reactions from USPTO patents (1976-2016). The task is: Predict the product of the given reaction. (1) The product is: [O:22]1[C:23]2[CH:29]=[CH:28][CH:27]=[CH:26][C:24]=2[N:25]=[C:21]1[S:20][CH2:2][CH2:3][CH2:4][CH2:5][CH2:6][C:7]([NH:9][C:10]1[C:11]([S:18][CH3:19])=[N:12][C:13]([S:16][CH3:17])=[CH:14][CH:15]=1)=[O:8]. Given the reactants Br[CH2:2][CH2:3][CH2:4][CH2:5][CH2:6][C:7]([NH:9][C:10]1[C:11]([S:18][CH3:19])=[N:12][C:13]([S:16][CH3:17])=[CH:14][CH:15]=1)=[O:8].[SH:20][C:21]1[O:22][C:23]2[CH:29]=[CH:28][CH:27]=[CH:26][C:24]=2[N:25]=1.C1OCCOCCOCCOCCOCCOC1.C(=O)([O-])[O-].[K+].[K+], predict the reaction product. (2) Given the reactants [CH3:1][CH:2]([NH:6][C:7]1[N:12]2[N:13]=[CH:14][C:15]([C:16]([O:18]C)=[O:17])=[C:11]2[N:10]=[C:9]([O:20][CH3:21])[C:8]=1[C:22]1[S:23][CH:24]=[CH:25][C:26]=1[CH3:27])[CH:3]([CH3:5])[CH3:4].O1CCOCC1.[OH-].[Na+].Cl, predict the reaction product. The product is: [CH3:1][CH:2]([NH:6][C:7]1[N:12]2[N:13]=[CH:14][C:15]([C:16]([OH:18])=[O:17])=[C:11]2[N:10]=[C:9]([O:20][CH3:21])[C:8]=1[C:22]1[S:23][CH:24]=[CH:25][C:26]=1[CH3:27])[CH:3]([CH3:4])[CH3:5]. (3) The product is: [CH3:46][Si:45]([CH3:48])([CH3:47])[C:44]#[C:43][C@@H:12]1[C@@H:13]([O:23][CH2:24][C:25]2[CH:26]=[CH:27][CH:28]=[CH:29][CH:30]=2)[C@@H:14]([O:15][CH2:16][C:17]2[CH:22]=[CH:21][CH:20]=[CH:19][CH:18]=2)[C@H:9]([O:8][CH2:1][C:2]2[CH:3]=[CH:4][CH:5]=[CH:6][CH:7]=2)[C@@H:10]([CH2:32][O:33][CH2:34][C:35]2[CH:36]=[CH:37][CH:38]=[CH:39][CH:40]=2)[O:11]1. Given the reactants [CH2:1]([O:8][C@H:9]1[C@H:14]([O:15][CH2:16][C:17]2[CH:22]=[CH:21][CH:20]=[CH:19][CH:18]=2)[C@H:13]([O:23][CH2:24][C:25]2[CH:30]=[CH:29][CH:28]=[CH:27][CH:26]=2)[C@@H:12](F)[O:11][C@@H:10]1[CH2:32][O:33][CH2:34][C:35]1[CH:40]=[CH:39][CH:38]=[CH:37][CH:36]=1)[C:2]1[CH:7]=[CH:6][CH:5]=[CH:4][CH:3]=1.F[B-](F)(F)[C:43]#[C:44][Si:45]([CH3:48])([CH3:47])[CH3:46].B(F)(F)F.CCOCC, predict the reaction product.